From a dataset of Reaction yield outcomes from USPTO patents with 853,638 reactions. Predict the reaction yield, written as a fraction of the theoretical maximum amount of product (1.0 means a 100% yield; for example, 0.34 means a 34% yield). (1) The reactants are [CH3:1][C:2]1[CH:3]=[C:4]([CH:7]=[CH:8][CH:9]=1)[CH2:5]Cl.[H-].[Na+].[F:12][C:13]([F:22])([F:21])[CH2:14][CH2:15][CH:16]([C:19]#[N:20])[C:17]#[N:18]. The catalyst is CN(C)C=O. The product is [CH3:1][C:2]1[CH:3]=[C:4]([CH:7]=[CH:8][CH:9]=1)[CH2:5][C:16]([CH2:15][CH2:14][C:13]([F:12])([F:21])[F:22])([C:17]#[N:18])[C:19]#[N:20]. The yield is 0.620. (2) The reactants are [C:1]([C:3]1[CH:8]=[CH:7][C:6]([S:9](Cl)(=[O:11])=[O:10])=[CH:5][CH:4]=1)#[N:2].[CH2:13]([O:16][C:17]1[CH:30]=[CH:29][C:20]([CH2:21][NH:22][CH2:23][C:24]2[O:25][CH:26]=[CH:27][CH:28]=2)=[CH:19][CH:18]=1)[CH2:14][CH3:15].C(N(CC)CC)C. The catalyst is C(Cl)Cl.O. The product is [C:1]([C:3]1[CH:8]=[CH:7][C:6]([S:9]([N:22]([CH2:21][C:20]2[CH:19]=[CH:18][C:17]([O:16][CH2:13][CH2:14][CH3:15])=[CH:30][CH:29]=2)[CH2:23][C:24]2[O:25][CH:26]=[CH:27][CH:28]=2)(=[O:11])=[O:10])=[CH:5][CH:4]=1)#[N:2]. The yield is 0.500. (3) The reactants are [NH2:1][C:2]1[CH:7]=[CH:6][C:5]([C:8]2[O:12][C:11]([CH3:14])([CH3:13])[C:10](=[O:15])[C:9]=2[C:16]2[CH:21]=[CH:20][C:19]([O:22][CH2:23][C:24]3[CH:33]=[CH:32][C:31]4[C:26](=[CH:27][CH:28]=[CH:29][CH:30]=4)[N:25]=3)=[CH:18][CH:17]=2)=[CH:4][CH:3]=1.[CH3:34][S:35](Cl)(=[O:37])=[O:36]. The catalyst is C(Cl)Cl.O. The product is [CH3:14][C:11]1([CH3:13])[O:12][C:8]([C:5]2[CH:6]=[CH:7][C:2]([N:1]([S:35]([CH3:34])(=[O:37])=[O:36])[S:35]([CH3:34])(=[O:37])=[O:36])=[CH:3][CH:4]=2)=[C:9]([C:16]2[CH:21]=[CH:20][C:19]([O:22][CH2:23][C:24]3[CH:33]=[CH:32][C:31]4[C:26](=[CH:27][CH:28]=[CH:29][CH:30]=4)[N:25]=3)=[CH:18][CH:17]=2)[C:10]1=[O:15]. The yield is 0.300. (4) The reactants are [CH3:1][O:2][C:3]1[CH:8]=[CH:7][C:6]([O:9][CH3:10])=[CH:5][C:4]=1[C:11]([C:13]1[CH:18]=[C:17]([O:19][CH3:20])[CH:16]=[C:15]([O:21][CH3:22])[CH:14]=1)=O.C(OP([CH2:31][C:32]#[N:33])(=O)OCC)C.C[Si]([N-][Si](C)(C)C)(C)C.[Li+].O1C2C=CC(C(C3C=C(OC)C=C(OC)C=3)=CC#N)=CC=2OCC1. The catalyst is C1COCC1. The product is [CH3:1][O:2][C:3]1[CH:8]=[CH:7][C:6]([O:9][CH3:10])=[CH:5][C:4]=1[C:11]([C:13]1[CH:18]=[C:17]([O:19][CH3:20])[CH:16]=[C:15]([O:21][CH3:22])[CH:14]=1)=[CH:31][C:32]#[N:33]. The yield is 0.890. (5) The reactants are [Cl:1][C:2]1[C:3]2[CH:10]=[CH:9][NH:8][C:4]=2[N:5]=[CH:6][N:7]=1.C([O-])([O-])=O.[K+].[K+].Br[CH2:18][CH:19]1[CH2:24][CH2:23][N:22]([C:25]([O:27][C:28]([CH3:31])([CH3:30])[CH3:29])=[O:26])[CH2:21][CH2:20]1. The catalyst is CN(C=O)C. The product is [Cl:1][C:2]1[C:3]2[CH:10]=[CH:9][N:8]([CH2:18][CH:19]3[CH2:24][CH2:23][N:22]([C:25]([O:27][C:28]([CH3:29])([CH3:31])[CH3:30])=[O:26])[CH2:21][CH2:20]3)[C:4]=2[N:5]=[CH:6][N:7]=1. The yield is 0.740.